Task: Predict the reaction yield, written as a fraction of the theoretical maximum amount of product (1.0 means a 100% yield; for example, 0.34 means a 34% yield).. Dataset: Reaction yield outcomes from USPTO patents with 853,638 reactions (1) The reactants are [C:1]1([S:7]([C:10]2[CH:17]=[CH:16][C:13]([CH:14]=O)=[CH:12][CH:11]=2)(=[O:9])=[O:8])[CH:6]=[CH:5][CH:4]=[CH:3][CH:2]=1.[C:18](=O)([O-])[O-].[K+].[K+].[N+](=C(P(=O)(OCC)OCC)C(=O)C)=[N-].O. The catalyst is CO. The product is [C:14]([C:13]1[CH:16]=[CH:17][C:10]([S:7]([C:1]2[CH:6]=[CH:5][CH:4]=[CH:3][CH:2]=2)(=[O:9])=[O:8])=[CH:11][CH:12]=1)#[CH:18]. The yield is 0.420. (2) The reactants are [Cl:1][C:2]1[CH:7]=[CH:6][CH:5]=[CH:4][C:3]=1[CH2:8][N:9]1[CH:13]=[C:12]([C:14]2[CH:19]=[C:18]([C:20](O)=[O:21])[CH:17]=[CH:16][N:15]=2)[N:11]=[CH:10]1.[H-].[H-].[H-].[H-].[Li+].[Al+3].O.[OH-].[Na+]. The yield is 1.00. The catalyst is C1COCC1. The product is [Cl:1][C:2]1[CH:7]=[CH:6][CH:5]=[CH:4][C:3]=1[CH2:8][N:9]1[CH:13]=[C:12]([C:14]2[CH:19]=[C:18]([CH2:20][OH:21])[CH:17]=[CH:16][N:15]=2)[N:11]=[CH:10]1. (3) The reactants are [F:1][C:2]1[CH:7]=[C:6]([F:8])[CH:5]=[CH:4][C:3]=1/[CH:9]=[CH:10]/[C:11]1[CH:16]=[CH:15][C:14]([S:17]([C:20]2[CH:25]=[CH:24][CH:23]=[C:22]([C:26]#N)[CH:21]=2)(=[O:19])=[O:18])=[CH:13][N:12]=1.[H-].C([Al+]CC(C)C)C(C)C.C[OH:39].Cl. The catalyst is ClCCl.C1(C)C=CC=CC=1. The product is [F:1][C:2]1[CH:7]=[C:6]([F:8])[CH:5]=[CH:4][C:3]=1/[CH:9]=[CH:10]/[C:11]1[N:12]=[CH:13][C:14]([S:17]([C:20]2[CH:21]=[C:22]([CH:23]=[CH:24][CH:25]=2)[CH:26]=[O:39])(=[O:19])=[O:18])=[CH:15][CH:16]=1. The yield is 0.460.